Dataset: Reaction yield outcomes from USPTO patents with 853,638 reactions. Task: Predict the reaction yield, written as a fraction of the theoretical maximum amount of product (1.0 means a 100% yield; for example, 0.34 means a 34% yield). (1) The reactants are [H-].[Na+].[C:3](=[O:17])([S:5][CH2:6][CH2:7][CH2:8][NH:9][C:10]([O:12][C:13]([CH3:16])([CH3:15])[CH3:14])=[O:11])[CH3:4].[CH2:18]1COCC1. No catalyst specified. The product is [C:3](=[O:17])([S:5][CH2:6][CH2:7][CH2:8][N:9]([C:10]([O:12][C:13]([CH3:16])([CH3:15])[CH3:14])=[O:11])[CH3:18])[CH3:4]. The yield is 0.850. (2) The reactants are [C:1]([O:7][C:8]([CH3:11])([CH3:10])[CH3:9])(=[O:6])[CH2:2][C:3]([CH3:5])=O.[F:12][C:13]1[CH:20]=[CH:19][C:16]([CH:17]=O)=[CH:15][CH:14]=1.[NH4+:21].[OH-:22]. The catalyst is CCO.C(Cl)Cl. The product is [F:12][C:13]1[CH:20]=[CH:19][C:16]([CH:17]2[C:2]([C:1]([O:7][C:8]([CH3:11])([CH3:10])[CH3:9])=[O:6])=[C:3]([CH3:5])[NH:21][C:3]([CH3:5])=[C:2]2[C:1]([O:7][C:8]([CH3:11])([CH3:10])[CH3:9])=[O:22])=[CH:15][CH:14]=1. The yield is 0.380.